This data is from Full USPTO retrosynthesis dataset with 1.9M reactions from patents (1976-2016). The task is: Predict the reactants needed to synthesize the given product. (1) Given the product [C:1]([N:5]1[C:9]2[N:10]=[C:11]([NH:14][C:27](=[O:28])[C:26]3[CH:30]=[CH:31][C:23]([CH3:22])=[CH:24][CH:25]=3)[N:12]=[CH:13][C:8]=2[CH:7]=[CH:6]1)([CH3:4])([CH3:2])[CH3:3], predict the reactants needed to synthesize it. The reactants are: [C:1]([N:5]1[C:9]2[N:10]=[C:11]([NH2:14])[N:12]=[CH:13][C:8]=2[CH:7]=[CH:6]1)([CH3:4])([CH3:3])[CH3:2].C(N(CC)CC)C.[CH3:22][C:23]1[CH:31]=[CH:30][C:26]([C:27](Cl)=[O:28])=[CH:25][CH:24]=1. (2) Given the product [N:37]1([CH2:36][CH2:35][CH2:34][O:33][C:31]2[CH:30]=[CH:29][C:27]3[CH2:28][CH2:22][NH:23][CH2:24][CH2:25][C:26]=3[CH:32]=2)[CH2:38][CH2:39][CH2:40][CH2:41][CH2:42]1, predict the reactants needed to synthesize it. The reactants are: C1(N)C(F)=C(F)C(F)=C(N)C=1F.Cl.Cl.C(OC([CH:22]1[CH2:28][C:27]2[CH:29]=[CH:30][C:31]([O:33][CH2:34][CH2:35][CH2:36][N:37]3[CH2:42][CH2:41][CH2:40][CH2:39][CH2:38]3)=[CH:32][C:26]=2[CH2:25][CH2:24][NH:23]1)=O)(C)(C)C.C(=O)(O)[O-].[Na+].C(Cl)Cl.